This data is from Reaction yield outcomes from USPTO patents with 853,638 reactions. The task is: Predict the reaction yield, written as a fraction of the theoretical maximum amount of product (1.0 means a 100% yield; for example, 0.34 means a 34% yield). (1) The reactants are [CH3:1][C:2]([N:7]1[CH2:11][CH2:10][CH2:9][CH2:8]1)([CH2:5][CH3:6])[C:3]#[N:4].[C:12]1([Li])[CH:17]=[CH:16][CH:15]=[CH:14][CH:13]=1.[BH4-].[Na+].CC(N1CCCC1)(C)C(N)C1C=CC=CC=1. The catalyst is C(OCCCC)CCC.C1COCC1.CO. The product is [CH3:1][C:2]([N:7]1[CH2:8][CH2:9][CH2:10][CH2:11]1)([CH2:5][CH3:6])[CH:3]([NH2:4])[C:12]1[CH:17]=[CH:16][CH:15]=[CH:14][CH:13]=1. The yield is 0.940. (2) The reactants are [Br:1][C:2]1[CH:7]=[CH:6][CH:5]=[C:4]([O:8][CH:9]([CH3:11])[CH3:10])[N:3]=1.OS(O)(=O)=O.[N+:17]([O-])([OH:19])=[O:18]. The product is [Br:1][C:2]1[C:7]([N+:17]([O-:19])=[O:18])=[CH:6][CH:5]=[C:4]([O:8][CH:9]([CH3:11])[CH3:10])[N:3]=1. The yield is 0.270. No catalyst specified. (3) The reactants are [CH3:1][O:2][C:3]1[CH:28]=[CH:27][C:6]([CH2:7][N:8]2[C:12]3=[N:13][CH:14]=[CH:15][C:16]([O:17][C:18]4[CH:23]=[CH:22][C:21]([NH2:24])=[CH:20][C:19]=4[F:25])=[C:11]3[C:10](I)=[N:9]2)=[CH:5][CH:4]=1.[CH3:29][N:30]1[C:34]([Sn](CCCC)(CCCC)CCCC)=[CH:33][N:32]=[CH:31]1. The catalyst is [Pd].C1(P(C2C=CC=CC=2)C2C=CC=CC=2)C=CC=CC=1.C1(P(C2C=CC=CC=2)C2C=CC=CC=2)C=CC=CC=1.C1(P(C2C=CC=CC=2)C2C=CC=CC=2)C=CC=CC=1.C1(P(C2C=CC=CC=2)C2C=CC=CC=2)C=CC=CC=1.C1(C)C=CC=CC=1. The product is [F:25][C:19]1[CH:20]=[C:21]([CH:22]=[CH:23][C:18]=1[O:17][C:16]1[CH:15]=[CH:14][N:13]=[C:12]2[N:8]([CH2:7][C:6]3[CH:27]=[CH:28][C:3]([O:2][CH3:1])=[CH:4][CH:5]=3)[N:9]=[C:10]([C:34]3[N:30]([CH3:29])[CH:31]=[N:32][CH:33]=3)[C:11]=12)[NH2:24]. The yield is 0.783. (4) The reactants are [NH2:1][C:2]1[C:7](Cl)=[CH:6][CH:5]=[CH:4][N:3]=1.O(CC)[C:10]([S-:12])=[S:11].[K+].C(O)(=O)C. The product is [S:12]1[C:7]2[C:2](=[N:3][CH:4]=[CH:5][CH:6]=2)[NH:1][C:10]1=[S:11]. The catalyst is CN1CCCC1=O.O. The yield is 0.970.